From a dataset of Forward reaction prediction with 1.9M reactions from USPTO patents (1976-2016). Predict the product of the given reaction. Given the reactants [NH2:1][C:2]1[CH:3]=[C:4]([C:8]2[N:13]3[N:14]=[CH:15][C:16]([C:17]([C:19]4[S:20][CH:21]=[CH:22][CH:23]=4)=[O:18])=[C:12]3[N:11]=[CH:10][CH:9]=2)[CH:5]=[CH:6][CH:7]=1.Cl.[C:25](Cl)(=[O:32])[C:26]1[CH:31]=[CH:30][N:29]=[CH:28][CH:27]=1.C(O)(=O)C1C=CN=CC=1, predict the reaction product. The product is: [S:20]1[CH:21]=[CH:22][CH:23]=[C:19]1[C:17]([C:16]1[CH:15]=[N:14][N:13]2[C:8]([C:4]3[CH:3]=[C:2]([NH:1][C:25](=[O:32])[C:26]4[CH:31]=[CH:30][N:29]=[CH:28][CH:27]=4)[CH:7]=[CH:6][CH:5]=3)=[CH:9][CH:10]=[N:11][C:12]=12)=[O:18].